From a dataset of Full USPTO retrosynthesis dataset with 1.9M reactions from patents (1976-2016). Predict the reactants needed to synthesize the given product. (1) Given the product [NH2:13][C:12]1[S:11][C:3]2[CH:4]=[C:5]([C:6]([OH:8])=[O:7])[CH:9]=[CH:10][C:2]=2[N:1]=1, predict the reactants needed to synthesize it. The reactants are: [NH2:1][C:2]1[CH:10]=[CH:9][C:5]([C:6]([OH:8])=[O:7])=[CH:4][CH:3]=1.[S-:11][C:12]#[N:13].[K+].BrBr. (2) Given the product [CH3:10][CH2:9][C:8]#[C:7][CH2:6][CH2:5][CH2:4][CH2:3][CH2:2][CH2:1][C:14](=[O:13])[CH2:15][CH2:16][CH2:17][CH2:10][CH2:9][CH2:8][CH2:7]/[CH:6]=[CH:5]\[CH2:4]/[CH:3]=[CH:2]\[CH2:1][CH2:1][CH2:2][CH2:3][CH3:4], predict the reactants needed to synthesize it. The reactants are: [C:1]([Mg]Cl)#[C:2][CH2:3][CH2:4][CH2:5][CH2:6][C:7]#[C:8][CH2:9][CH3:10].[O:13]1[CH2:17][CH2:16][CH2:15][CH2:14]1. (3) Given the product [CH2:1]([N:6]1[C:14]2[N:13]=[CH:12][NH:11][C:10]=2[C:9](=[O:15])[N:8]2[C:20]([C:19]([F:24])([F:23])[F:18])=[N:17][N:16]=[C:7]12)[CH2:2][CH2:3][CH2:4][CH3:5], predict the reactants needed to synthesize it. The reactants are: [CH2:1]([N:6]1[C:14]2[N:13]=[CH:12][NH:11][C:10]=2[C:9](=[O:15])[NH:8]/[C:7]/1=[N:16]\[NH2:17])[CH2:2][CH2:3][CH2:4][CH3:5].[F:18][C:19]([F:24])([F:23])[C:20](O)=O. (4) Given the product [Br:4][C:5]1[N:9]([CH2:10][C:11]#[C:12][CH3:13])[C:8]2[C:14](=[O:16])[NH:3][N:2]=[CH:18][C:7]=2[N:6]=1, predict the reactants needed to synthesize it. The reactants are: O.[NH2:2][NH2:3].[Br:4][C:5]1[N:9]([CH2:10][C:11]#[C:12][CH3:13])[C:8]([C:14]([O:16]C)=O)=[C:7]([CH:18]=O)[N:6]=1.C(O)(=O)C. (5) Given the product [C:1]([O:4][CH2:5][C:6]1[CH:7]=[C:8]([F:25])[C:9]([CH:13]([OH:24])[C:14]2[CH:19]=[CH:18][C:17]([O:20][CH2:21][CH2:22][CH3:23])=[CH:16][CH:15]=2)=[C:10]([OH:12])[CH:11]=1)(=[O:3])[CH3:2], predict the reactants needed to synthesize it. The reactants are: [C:1]([O:4][CH2:5][C:6]1[CH:7]=[C:8]([F:25])[C:9]([C:13](=[O:24])[C:14]2[CH:19]=[CH:18][C:17]([O:20][CH2:21][CH2:22][CH3:23])=[CH:16][CH:15]=2)=[C:10]([OH:12])[CH:11]=1)(=[O:3])[CH3:2].[BH4-].[Na+].[Cl-].[NH4+]. (6) The reactants are: [C:1]1(/[C:7](=[N:9]/[NH:10][C:11](=[O:18])[C:12]2[CH:17]=[CH:16][CH:15]=[CH:14][CH:13]=2)/[CH3:8])[CH:6]=[CH:5][CH:4]=[CH:3][CH:2]=1.CS(O)(=O)=O.O.[H][H]. Given the product [C:1]1([CH:7]([NH:9][NH:10][C:11](=[O:18])[C:12]2[CH:13]=[CH:14][CH:15]=[CH:16][CH:17]=2)[CH3:8])[CH:2]=[CH:3][CH:4]=[CH:5][CH:6]=1, predict the reactants needed to synthesize it. (7) Given the product [NH:1]([C:6]([O:8][CH2:9][CH:10]1[C:11]2[C:16](=[CH:15][CH:14]=[CH:13][CH:12]=2)[C:17]2[C:22]1=[CH:21][CH:20]=[CH:19][CH:18]=2)=[O:7])[CH2:2][C:3]([N:25]([O:24][CH3:23])[CH3:26])=[O:5], predict the reactants needed to synthesize it. The reactants are: [NH:1]([C:6]([O:8][CH2:9][CH:10]1[C:22]2[C:17](=[CH:18][CH:19]=[CH:20][CH:21]=2)[C:16]2[C:11]1=[CH:12][CH:13]=[CH:14][CH:15]=2)=[O:7])[CH2:2][C:3]([OH:5])=O.[CH3:23][O:24][NH:25][CH3:26].C1C=CC2N(O)N=NC=2C=1.CCN=C=NCCCN(C)C.Cl.CCN(C(C)C)C(C)C. (8) Given the product [CH3:33][C:34]1[CH:42]=[CH:41][CH:40]=[CH:39][C:35]=1[C:36]([NH:1][C:2]1[CH:7]=[C:6]([C:8]#[C:9][C:10]2[N:14]3[N:15]=[C:16]([C:19]4[CH:20]=[CH:21][C:22]([C:25]([N:27]5[CH2:28][CH2:29][O:30][CH2:31][CH2:32]5)=[O:26])=[CH:23][CH:24]=4)[CH:17]=[CH:18][C:13]3=[N:12][CH:11]=2)[CH:5]=[CH:4][N:3]=1)=[O:37], predict the reactants needed to synthesize it. The reactants are: [NH2:1][C:2]1[CH:7]=[C:6]([C:8]#[C:9][C:10]2[N:14]3[N:15]=[C:16]([C:19]4[CH:24]=[CH:23][C:22]([C:25]([N:27]5[CH2:32][CH2:31][O:30][CH2:29][CH2:28]5)=[O:26])=[CH:21][CH:20]=4)[CH:17]=[CH:18][C:13]3=[N:12][CH:11]=2)[CH:5]=[CH:4][N:3]=1.[CH3:33][C:34]1[CH:42]=[CH:41][CH:40]=[CH:39][C:35]=1[C:36](Cl)=[O:37]. (9) Given the product [CH2:25]([O:24][C:22]([C:19]1([C:2]2[CH:7]=[CH:6][C:5]([F:8])=[CH:4][N:3]=2)[CH2:20][CH2:21][N:16]([C:14]([O:13][C:9]([CH3:10])([CH3:12])[CH3:11])=[O:15])[CH2:17][CH2:18]1)=[O:23])[CH3:26], predict the reactants needed to synthesize it. The reactants are: Br[C:2]1[CH:7]=[CH:6][C:5]([F:8])=[CH:4][N:3]=1.[C:9]([O:13][C:14]([N:16]1[CH2:21][CH2:20][CH:19]([C:22]([O:24][CH2:25][CH3:26])=[O:23])[CH2:18][CH2:17]1)=[O:15])([CH3:12])([CH3:11])[CH3:10].C(P(C(C)(C)C)C(C)(C)C)(C)(C)C.[Li].C[Si]([N-][Si](C)(C)C)(C)C. (10) Given the product [O:25]1[CH2:26][CH2:21][CH2:22][CH2:23][CH:24]1[O:20][C:9]1[CH:8]=[CH:7][C:6]2[C@@H:5]3[C@H:14]([C@H:15]4[C@@:2]([CH2:3][CH2:4]3)([CH3:1])[C:18](=[O:19])[CH2:17][CH2:16]4)[CH2:13][CH2:12][C:11]=2[CH:10]=1, predict the reactants needed to synthesize it. The reactants are: [CH3:1][C@@:2]12[C:18](=[O:19])[CH2:17][CH2:16][C@H:15]1[C@H:14]1[C@@H:5]([C:6]3[CH:7]=[CH:8][C:9]([OH:20])=[CH:10][C:11]=3[CH2:12][CH2:13]1)[CH2:4][CH2:3]2.[CH2:21]1[CH2:26][O:25][CH:24]=[CH:23][CH2:22]1.